Task: Predict the reaction yield, written as a fraction of the theoretical maximum amount of product (1.0 means a 100% yield; for example, 0.34 means a 34% yield).. Dataset: Reaction yield outcomes from USPTO patents with 853,638 reactions (1) The reactants are [H-].[Na+].[C:3]1(=[O:12])[C:11]2[C:6](=[CH:7][CH:8]=[CH:9][CH:10]=2)[CH2:5][NH:4]1.Cl[C:14]([O:16][C:17]1[CH:22]=[CH:21][C:20]([N+:23]([O-:25])=[O:24])=[CH:19][CH:18]=1)=[O:15]. The catalyst is C1COCC1. The product is [N+:23]([C:20]1[CH:19]=[CH:18][C:17]([O:16][C:14](=[O:15])[O:12][C:3]2[C:11]3[C:6](=[CH:7][CH:8]=[CH:9][CH:10]=3)[CH2:5][N:4]=2)=[CH:22][CH:21]=1)([O-:25])=[O:24]. The yield is 0.300. (2) The reactants are [F:1][C:2]1[CH:7]=[CH:6][C:5]([C:8]2[N:15]3[C:11]([CH2:12][CH2:13][CH2:14]3)=[C:10]([CH2:16]O)[C:9]=2[C:18]2[CH:23]=[CH:22][N:21]=[CH:20][CH:19]=2)=[CH:4][CH:3]=1.I.[I-].C([O-])([O-])=O.[Na+].[Na+]. The catalyst is O.C(OCC)(=O)C.CCOCC. The product is [F:1][C:2]1[CH:3]=[CH:4][C:5]([C:8]2[N:15]3[C:11](=[C:10]([CH3:16])[C:9]=2[C:18]2[CH:19]=[CH:20][N:21]=[CH:22][CH:23]=2)[CH2:12][CH2:13][CH2:14]3)=[CH:6][CH:7]=1. The yield is 0.470. (3) The reactants are C([O:3][C:4]([C:6]12[CH2:13][CH:10]([CH2:11][CH2:12]1)[CH:9]([C:14](O)=O)[CH2:8][CH2:7]2)=[O:5])C.Cl.[NH2:18][C:19]1[C:20](=[O:33])[N:21]([CH2:30][CH2:31][CH3:32])[C:22](=[O:29])[N:23]([CH2:26][CH2:27][CH3:28])[C:24]=1[NH2:25]. No catalyst specified. The product is [O:29]=[C:22]1[N:23]([CH2:26][CH2:27][CH3:28])[C:24]2[N:25]=[C:14]([CH:9]3[CH:10]4[CH2:13][C:6]([C:4]([OH:3])=[O:5])([CH2:12][CH2:11]4)[CH2:7][CH2:8]3)[NH:18][C:19]=2[C:20](=[O:33])[N:21]1[CH2:30][CH2:31][CH3:32]. The yield is 1.00. (4) The reactants are OC(C(F)(F)F)=O.[NH:8]1[CH2:11][CH:10]([C:12]2[CH:33]=[CH:32][C:15]3[C:16]4[N:17]=[C:18]([C:24]5[N:25]([CH:29]([CH3:31])[CH3:30])[N:26]=[CH:27][N:28]=5)[S:19][C:20]=4[CH2:21][CH2:22][O:23][C:14]=3[CH:13]=2)[CH2:9]1.[CH3:34][N:35]([CH3:41])[S:36]([CH:39]=[CH2:40])(=[O:38])=[O:37]. No catalyst specified. The product is [CH3:34][N:35]([CH3:41])[S:36]([CH2:39][CH2:40][N:8]1[CH2:11][CH:10]([C:12]2[CH:33]=[CH:32][C:15]3[C:16]4[N:17]=[C:18]([C:24]5[N:25]([CH:29]([CH3:31])[CH3:30])[N:26]=[CH:27][N:28]=5)[S:19][C:20]=4[CH2:21][CH2:22][O:23][C:14]=3[CH:13]=2)[CH2:9]1)(=[O:38])=[O:37]. The yield is 0.750. (5) The reactants are [O:1]1[CH2:3][CH:2]1[CH2:4][CH:5]1[CH2:10][CH2:9][N:8]([C:11]2[CH:20]=[C:19]([C:21]([NH:23][CH2:24][C@H:25]3[CH2:30][CH2:29][C@H:28]([CH2:31][NH:32][C:33](=[O:39])[O:34][C:35]([CH3:38])([CH3:37])[CH3:36])[CH2:27][CH2:26]3)=[O:22])[C:18]3[C:13](=[CH:14][CH:15]=[CH:16][CH:17]=3)[N:12]=2)[CH2:7][CH2:6]1.[CH3:40][NH:41][CH3:42]. The catalyst is CO. The product is [CH3:40][N:41]([CH3:42])[CH2:3][CH:2]([OH:1])[CH2:4][CH:5]1[CH2:6][CH2:7][N:8]([C:11]2[CH:20]=[C:19]([C:21]([NH:23][CH2:24][C@H:25]3[CH2:26][CH2:27][C@H:28]([CH2:31][NH:32][C:33](=[O:39])[O:34][C:35]([CH3:38])([CH3:36])[CH3:37])[CH2:29][CH2:30]3)=[O:22])[C:18]3[C:13](=[CH:14][CH:15]=[CH:16][CH:17]=3)[N:12]=2)[CH2:9][CH2:10]1. The yield is 0.680. (6) The catalyst is CN(C=O)C. The product is [OH:1][C:2]1[CH:9]=[CH:8][CH:7]=[C:6]([O:10][CH2:19][C:20]2[C:21]([C:26]3[N:30]([CH:31]([CH3:33])[CH3:32])[N:29]=[CH:28][CH:27]=3)=[N:22][CH:23]=[CH:24][CH:25]=2)[C:3]=1[CH:4]=[O:5]. The reactants are [OH:1][C:2]1[CH:9]=[CH:8][CH:7]=[C:6]([OH:10])[C:3]=1[CH:4]=[O:5].C([O-])([O-])=O.[K+].[K+].Cl.Cl[CH2:19][C:20]1[C:21]([C:26]2[N:30]([CH:31]([CH3:33])[CH3:32])[N:29]=[CH:28][CH:27]=2)=[N:22][CH:23]=[CH:24][CH:25]=1. The yield is 0.880. (7) The reactants are [Cl:1][C:2]1[CH:3]=[C:4]([O:24][CH3:25])[C:5]([O:22][CH3:23])=[C:6]([CH:8]([NH:10][C:11]2[CH:16]=[C:15](F)[CH:14]=[CH:13][C:12]=2[S:18]([CH3:21])(=[O:20])=[O:19])[CH3:9])[CH:7]=1.[CH3:26][N:27]1[CH2:32][CH2:31][NH:30][CH2:29][CH2:28]1.C(N(CC)C(C)C)(C)C. The catalyst is C(#N)C. The product is [ClH:1].[Cl:1][C:2]1[CH:3]=[C:4]([O:24][CH3:25])[C:5]([O:22][CH3:23])=[C:6]([CH:8]([NH:10][C:11]2[CH:16]=[C:15]([N:30]3[CH2:31][CH2:32][N:27]([CH3:26])[CH2:28][CH2:29]3)[CH:14]=[CH:13][C:12]=2[S:18]([CH3:21])(=[O:20])=[O:19])[CH3:9])[CH:7]=1. The yield is 0.0750.